From a dataset of Full USPTO retrosynthesis dataset with 1.9M reactions from patents (1976-2016). Predict the reactants needed to synthesize the given product. Given the product [S:1]1[C:5]2[CH:6]=[CH:7][CH:8]=[CH:9][C:4]=2[C:3]([N:10]2[CH2:15][CH2:14][N:13]([CH2:16][CH2:17][C:18]3[CH:19]=[C:20]4[C:24](=[CH:25][CH:26]=3)[C:23]([CH3:27])([CH3:28])[CH:22]([OH:29])[C:21]4([CH3:31])[CH3:30])[CH2:12][CH2:11]2)=[N:2]1, predict the reactants needed to synthesize it. The reactants are: [S:1]1[C:5]2[CH:6]=[CH:7][CH:8]=[CH:9][C:4]=2[C:3]([N:10]2[CH2:15][CH2:14][N:13]([CH2:16][CH2:17][C:18]3[CH:19]=[C:20]4[C:24](=[CH:25][CH:26]=3)[C:23]([CH3:28])([CH3:27])[C:22](=[O:29])[C:21]4([CH3:31])[CH3:30])[CH2:12][CH2:11]2)=[N:2]1.[BH4-].[Na+].